The task is: Regression. Given two drug SMILES strings and cell line genomic features, predict the synergy score measuring deviation from expected non-interaction effect.. This data is from NCI-60 drug combinations with 297,098 pairs across 59 cell lines. Drug 1: C1=CC(=C2C(=C1NCCNCCO)C(=O)C3=C(C=CC(=C3C2=O)O)O)NCCNCCO. Cell line: A549. Drug 2: C1=CC(=CC=C1CCCC(=O)O)N(CCCl)CCCl. Synergy scores: CSS=50.3, Synergy_ZIP=-3.18, Synergy_Bliss=-3.93, Synergy_Loewe=-4.03, Synergy_HSA=1.16.